Dataset: Peptide-MHC class I binding affinity with 185,985 pairs from IEDB/IMGT. Task: Regression. Given a peptide amino acid sequence and an MHC pseudo amino acid sequence, predict their binding affinity value. This is MHC class I binding data. (1) The peptide sequence is YLVSFGVWI. The MHC is Patr-A0401 with pseudo-sequence Patr-A0401. The binding affinity (normalized) is 0.251. (2) The peptide sequence is KHHTKIDSM. The MHC is HLA-B08:01 with pseudo-sequence HLA-B08:01. The binding affinity (normalized) is 0. (3) The peptide sequence is VSYEVFDDY. The MHC is HLA-A68:01 with pseudo-sequence HLA-A68:01. The binding affinity (normalized) is 0.320. (4) The peptide sequence is VLALYSPPL. The binding affinity (normalized) is 1.00. The MHC is HLA-A02:02 with pseudo-sequence HLA-A02:02. (5) The peptide sequence is CQCTVQEFI. The MHC is HLA-A02:02 with pseudo-sequence HLA-A02:02. The binding affinity (normalized) is 0.295.